This data is from Peptide-MHC class I binding affinity with 185,985 pairs from IEDB/IMGT. The task is: Regression. Given a peptide amino acid sequence and an MHC pseudo amino acid sequence, predict their binding affinity value. This is MHC class I binding data. (1) The peptide sequence is PQSLDSWWTS. The MHC is H-2-Ld with pseudo-sequence H-2-Ld. The binding affinity (normalized) is 0. (2) The peptide sequence is GVVTTSGTY. The MHC is HLA-A30:02 with pseudo-sequence HLA-A30:02. The binding affinity (normalized) is 0.526. (3) The peptide sequence is NVHRSQFAQ. The MHC is HLA-A02:06 with pseudo-sequence HLA-A02:06. The binding affinity (normalized) is 0.0847.